From a dataset of Full USPTO retrosynthesis dataset with 1.9M reactions from patents (1976-2016). Predict the reactants needed to synthesize the given product. (1) Given the product [Cl:21][C:19]1[CH:20]=[C:15]([CH:16]=[C:17]([Cl:35])[C:18]=1[O:22][C:23]1[CH:28]=[C:27]([CH:29]([CH3:31])[CH3:30])[C:26]([OH:32])=[C:25]([Cl:34])[CH:24]=1)[C:14]([NH:9][CH2:10][C:11]([OH:13])=[O:12])=[O:36], predict the reactants needed to synthesize it. The reactants are: CSC.B(F)(F)F.C[N:9]([C:14](=[O:36])[C:15]1[CH:20]=[C:19]([Cl:21])[C:18]([O:22][C:23]2[CH:28]=[C:27]([CH:29]([CH3:31])[CH3:30])[C:26]([O:32]C)=[C:25]([Cl:34])[CH:24]=2)=[C:17]([Cl:35])[CH:16]=1)[CH2:10][C:11]([OH:13])=[O:12].ClCCl. (2) Given the product [Br:1][C:2]1[CH:9]=[CH:8][C:5]([CH2:6][N:15]2[CH2:20][CH2:19][S:18](=[O:22])(=[O:21])[CH2:17][CH2:16]2)=[CH:4][CH:3]=1, predict the reactants needed to synthesize it. The reactants are: [Br:1][C:2]1[CH:9]=[CH:8][C:5]([CH:6]=O)=[CH:4][CH:3]=1.O1CCCC1.[NH:15]1[CH2:20][CH2:19][S:18](=[O:22])(=[O:21])[CH2:17][CH2:16]1.C(O[BH-](OC(=O)C)OC(=O)C)(=O)C.[Na+]. (3) Given the product [O:1]=[C:2]1[C@H:10]([NH:11][C:16]([O:18][CH2:19][CH:20]2[C:21]3[C:26](=[CH:25][CH:24]=[CH:23][CH:22]=3)[C:27]3[C:32]2=[CH:31][CH:30]=[CH:29][CH:28]=3)=[O:17])[CH2:9][CH2:8][C@H:7]2[N:3]1[C@@H:4]([C:12]([OH:14])=[O:13])[CH2:5][CH2:6]2, predict the reactants needed to synthesize it. The reactants are: [O:1]=[C:2]1[C@H:10]([NH2:11])[CH2:9][CH2:8][C@H:7]2[N:3]1[C@@H:4]([C:12]([O:14]C)=[O:13])[CH2:5][CH2:6]2.[C:16](ON1C(=O)CCC1=O)([O:18][CH2:19][CH:20]1[C:32]2[C:27](=[CH:28][CH:29]=[CH:30][CH:31]=2)[C:26]2[C:21]1=[CH:22][CH:23]=[CH:24][CH:25]=2)=[O:17].C([O-])(O)=O.[Na+].N1CCCCC1.CCN(C(C)C)C(C)C. (4) Given the product [CH3:24][CH2:23][C@H:16]([C@H:17]([CH2:18][N:19]([CH3:21])[CH3:20])[CH3:22])[C:12]1[CH:13]=[CH:14][CH:15]=[C:10]([OH:9])[CH:11]=1.[ClH:1], predict the reactants needed to synthesize it. The reactants are: [ClH:1].C([O:9][C:10]1[CH:11]=[C:12]([C@H:16]([CH:23]=[CH2:24])[C@@H:17]([CH3:22])[CH2:18][N:19]([CH3:21])[CH3:20])[CH:13]=[CH:14][CH:15]=1)C1C=CC=CC=1.O.[OH-].[Na+]. (5) The reactants are: Br[C:2]1[N:6]([S:7]([C:10]2[CH:11]=[N:12][CH:13]=[CH:14][CH:15]=2)(=[O:9])=[O:8])[CH:5]=[C:4]([CH2:16][N:17]([CH3:25])[C:18](=[O:24])[O:19][C:20]([CH3:23])([CH3:22])[CH3:21])[CH:3]=1.[F:26][C:27]1[CH:32]=[CH:31][CH:30]=[C:29]([O:33][CH3:34])[C:28]=1B(O)O.C(=O)([O-])O.[Na+].COCCOC. Given the product [F:26][C:27]1[CH:32]=[CH:31][CH:30]=[C:29]([O:33][CH3:34])[C:28]=1[C:2]1[N:6]([S:7]([C:10]2[CH:11]=[N:12][CH:13]=[CH:14][CH:15]=2)(=[O:9])=[O:8])[CH:5]=[C:4]([CH2:16][N:17]([CH3:25])[C:18](=[O:24])[O:19][C:20]([CH3:23])([CH3:22])[CH3:21])[CH:3]=1, predict the reactants needed to synthesize it.